From a dataset of Peptide-MHC class II binding affinity with 134,281 pairs from IEDB. Regression. Given a peptide amino acid sequence and an MHC pseudo amino acid sequence, predict their binding affinity value. This is MHC class II binding data. (1) The peptide sequence is QIDAFIANAGATADS. The MHC is HLA-DQA10104-DQB10503 with pseudo-sequence HLA-DQA10104-DQB10503. The binding affinity (normalized) is 0.591. (2) The peptide sequence is LRPTFDTRLMRLEDE. The MHC is DRB1_0901 with pseudo-sequence DRB1_0901. The binding affinity (normalized) is 0.0964. (3) The peptide sequence is RPLLIEGTASLSPGM. The MHC is DRB3_0101 with pseudo-sequence DRB3_0101. The binding affinity (normalized) is 0.335. (4) The MHC is DRB4_0103 with pseudo-sequence DRB4_0103. The binding affinity (normalized) is 0.489. The peptide sequence is LKRLWKMLDPRQGLAHHHHHH. (5) The peptide sequence is GELQHVDKIDAAFKI. The MHC is DRB1_0802 with pseudo-sequence DRB1_0802. The binding affinity (normalized) is 0.475. (6) The peptide sequence is SQDLNLSWNLNGLQAY. The MHC is DRB1_0401 with pseudo-sequence DRB1_0401. The binding affinity (normalized) is 0.651. (7) The MHC is DRB3_0202 with pseudo-sequence DRB3_0202. The peptide sequence is KAVEAYLVAHPDLYK. The binding affinity (normalized) is 0.345.